Predict the reaction yield, written as a fraction of the theoretical maximum amount of product (1.0 means a 100% yield; for example, 0.34 means a 34% yield). From a dataset of Reaction yield outcomes from USPTO patents with 853,638 reactions. The reactants are [Br:1][C:2]1[CH:3]=[C:4]2[C:9](=[CH:10][CH:11]=1)[N:8]=[C:7]([C:12]1[CH:17]=[CH:16][CH:15]=[CH:14][C:13]=1[F:18])[N:6]=[C:5]2Cl.[NH:20]1[C:28]2[CH:27]=[CH:26][N:25]=[CH:24][C:23]=2[CH:22]=[CH:21]1.C(=O)([O-])[O-].[Cs+].[Cs+].O. The catalyst is CN(C)C=O. The product is [Br:1][C:2]1[CH:3]=[C:4]2[C:9](=[CH:10][CH:11]=1)[N:8]=[C:7]([C:12]1[CH:17]=[CH:16][CH:15]=[CH:14][C:13]=1[F:18])[N:6]=[C:5]2[N:20]1[C:28]2[CH:27]=[CH:26][N:25]=[CH:24][C:23]=2[CH:22]=[CH:21]1. The yield is 0.980.